Dataset: Catalyst prediction with 721,799 reactions and 888 catalyst types from USPTO. Task: Predict which catalyst facilitates the given reaction. (1) Reactant: [Br:1][C:2]1[CH:3]=[C:4]([C:19](=O)[CH:20]=[CH2:21])[CH:5]=[C:6]([Br:18])[C:7]=1[O:8][CH2:9][C:10]1[CH:15]=[CH:14][C:13]([O:16][CH3:17])=[CH:12][CH:11]=1.O.[NH2:24][NH2:25].[Br:26][C:27]1[CH:28]=[C:29]([CH:33]=[CH:34][C:35]=1[Cl:36])[C:30](Cl)=[O:31].C(N(CC)CC)C. Product: [Br:26][C:27]1[CH:28]=[C:29]([C:30]([N:24]2[CH2:21][CH2:20][C:19]([C:4]3[CH:3]=[C:2]([Br:1])[C:7]([O:8][CH2:9][C:10]4[CH:15]=[CH:14][C:13]([O:16][CH3:17])=[CH:12][CH:11]=4)=[C:6]([Br:18])[CH:5]=3)=[N:25]2)=[O:31])[CH:33]=[CH:34][C:35]=1[Cl:36]. The catalyst class is: 412. (2) Product: [CH3:17][C:3]1[N:4]=[C:5]2[N:9]([C:10](=[O:11])[C:2]=1[C:24]1[CH:23]=[CH:22][C:21]([O:20][C:19]([F:18])([F:30])[F:31])=[CH:26][CH:25]=1)[C:8]1[CH:12]=[CH:13][CH:14]=[CH:15][C:7]=1[N:6]2[CH3:16]. The catalyst class is: 93. Reactant: I[C:2]1[C:10](=[O:11])[N:9]2[C:5]([N:6]([CH3:16])[C:7]3[CH:15]=[CH:14][CH:13]=[CH:12][C:8]=32)=[N:4][C:3]=1[CH3:17].[F:18][C:19]([F:31])([F:30])[O:20][C:21]1[CH:26]=[CH:25][C:24](B(O)O)=[CH:23][CH:22]=1.C([O-])([O-])=O.[Na+].[Na+].C(O)C. (3) Reactant: Cl.Cl.[NH2:3][CH2:4][C:5]([C:7]1[CH:8]=[N:9][CH:10]=[CH:11][CH:12]=1)=[O:6].Cl[C:14](=[O:20])[C:15]([O:17][CH2:18][CH3:19])=[O:16].C(N(CC)CC)C. Product: [CH2:18]([O:17][C:15](=[O:16])[C:14]([NH:3][CH2:4][C:5](=[O:6])[C:7]1[CH:8]=[N:9][CH:10]=[CH:11][CH:12]=1)=[O:20])[CH3:19]. The catalyst class is: 2. (4) Reactant: [N:1]1([CH2:6][CH2:7][NH2:8])[CH2:5][CH2:4][CH2:3][CH2:2]1.C[Al](C)C.C[O:14][C:15](=O)[C:16]1[CH:21]=[CH:20][C:19]([N:22]2[C:26]([NH:27][C:28]([NH:30][C:31]3[CH:36]=[CH:35][C:34]([O:37][C:38]4[CH:43]=[CH:42][N:41]=[CH:40][CH:39]=4)=[CH:33][CH:32]=3)=[O:29])=[CH:25][C:24]([C:44]([CH3:47])([CH3:46])[CH3:45])=[N:23]2)=[CH:18][CH:17]=1. Product: [C:44]([C:24]1[CH:25]=[C:26]([NH:27][C:28]([NH:30][C:31]2[CH:32]=[CH:33][C:34]([O:37][C:38]3[CH:43]=[CH:42][N:41]=[CH:40][CH:39]=3)=[CH:35][CH:36]=2)=[O:29])[N:22]([C:19]2[CH:18]=[CH:17][C:16]([C:15]([NH:8][CH2:7][CH2:6][N:1]3[CH2:5][CH2:4][CH2:3][CH2:2]3)=[O:14])=[CH:21][CH:20]=2)[N:23]=1)([CH3:47])([CH3:45])[CH3:46]. The catalyst class is: 26. (5) The catalyst class is: 38. Product: [Br:1][C:2]1[N:7]=[C:6]([CH2:8][C:10]#[N:11])[CH:5]=[CH:4][CH:3]=1. Reactant: [Br:1][C:2]1[N:7]=[C:6]([CH2:8]Br)[CH:5]=[CH:4][CH:3]=1.[C-:10]#[N:11].[Na+]. (6) Reactant: CC1C=CC(S(O[CH2:12][CH:13]2[O:18][C:17]3[CH:19]=[C:20]([O:23][S:24]([C:27]([F:30])([F:29])[F:28])(=[O:26])=[O:25])[CH:21]=[CH:22][C:16]=3[O:15][CH2:14]2)(=O)=O)=CC=1.[CH3:31][NH:32][CH3:33]. Product: [F:28][C:27]([F:30])([F:29])[S:24]([O:23][C:20]1[CH:21]=[CH:22][C:16]2[O:15][CH2:14][CH:13]([CH2:12][N:32]([CH3:33])[CH3:31])[O:18][C:17]=2[CH:19]=1)(=[O:26])=[O:25]. The catalyst class is: 10. (7) The catalyst class is: 12. Reactant: [NH2:1][CH2:2][CH:3]1[CH2:5][CH2:4]1.C[Al](C)C.C[O:11][C:12]([C:14]1[N:15]=[N:16][C:17]([NH:20][CH2:21][C:22]2[C:23]([C:28]3[CH:33]=[CH:32][CH:31]=[CH:30][CH:29]=3)=[N:24][O:25][C:26]=2[CH3:27])=[CH:18][CH:19]=1)=O.O. Product: [CH:3]1([CH2:2][NH:1][C:12]([C:14]2[N:15]=[N:16][C:17]([NH:20][CH2:21][C:22]3[C:23]([C:28]4[CH:33]=[CH:32][CH:31]=[CH:30][CH:29]=4)=[N:24][O:25][C:26]=3[CH3:27])=[CH:18][CH:19]=2)=[O:11])[CH2:5][CH2:4]1. (8) Reactant: [CH3:1][N:2]1[C:6]([C:7]2[C:8]([CH3:34])=[C:9]([CH:23]=[C:24]([C:26]3[CH:27]=[N:28][C:29](SC)=[N:30][CH:31]=3)[CH:25]=2)[C:10]([NH:12][CH2:13][C:14]2[C:15](=[O:22])[NH:16][C:17]([CH3:21])=[CH:18][C:19]=2[CH3:20])=[O:11])=[C:5]([CH3:35])[CH:4]=[N:3]1.[S:36]([O-:41])(O[O-])(=O)=[O:37].[K+].[K+].O1CCC[CH2:45]1. Product: [CH3:1][N:2]1[C:6]([C:7]2[C:8]([CH3:34])=[C:9]([CH:23]=[C:24]([C:26]3[CH:31]=[N:30][C:29]([S:36]([CH3:45])(=[O:41])=[O:37])=[N:28][CH:27]=3)[CH:25]=2)[C:10]([NH:12][CH2:13][C:14]2[C:15](=[O:22])[NH:16][C:17]([CH3:21])=[CH:18][C:19]=2[CH3:20])=[O:11])=[C:5]([CH3:35])[CH:4]=[N:3]1. The catalyst class is: 6. (9) Reactant: [Br:1][C:2]1[S:6][C:5]([S:7](Cl)(=[O:9])=[O:8])=[CH:4][CH:3]=1.C(N(CC)CC)C.[CH3:18][N:19]1[CH2:24][CH2:23][NH:22][CH2:21][CH2:20]1. Product: [Br:1][C:2]1[S:6][C:5]([S:7]([N:22]2[CH2:23][CH2:24][N:19]([CH3:18])[CH2:20][CH2:21]2)(=[O:9])=[O:8])=[CH:4][CH:3]=1. The catalyst class is: 1. (10) Reactant: [OH:1][CH:2]([CH2:12][N:13]1[CH2:18][CH2:17][N:16]([C:19]2[CH:24]=[CH:23][CH:22]=[CH:21][C:20]=2[O:25][CH3:26])[CH2:15][CH2:14]1)[CH2:3][N:4]1[C:8](=[O:9])[CH:7]=[C:6]([CH3:10])[C:5]1=[O:11]. Product: [OH:1][CH:2]([CH2:12][N:13]1[CH2:14][CH2:15][N:16]([C:19]2[CH:24]=[CH:23][CH:22]=[CH:21][C:20]=2[O:25][CH3:26])[CH2:17][CH2:18]1)[CH2:3][N:4]1[C:8](=[O:9])[CH2:7][CH:6]([CH3:10])[C:5]1=[O:11]. The catalyst class is: 5.